The task is: Predict the reactants needed to synthesize the given product.. This data is from Full USPTO retrosynthesis dataset with 1.9M reactions from patents (1976-2016). (1) The reactants are: [NH:1]1[CH2:6][CH2:5][O:4][CH2:3][CH2:2]1.[NH:7]1[CH:11]=[CH:10][CH:9]=[C:8]1[C:12](=[O:14])[CH3:13].[CH2:15]=O.[OH-].[Na+]. Given the product [N:1]1([CH2:15][C:10]2[CH:9]=[C:8]([C:12](=[O:14])[CH3:13])[NH:7][CH:11]=2)[CH2:6][CH2:5][O:4][CH2:3][CH2:2]1, predict the reactants needed to synthesize it. (2) Given the product [P:6]([OH:14])([O:5][C:1]([CH3:4])([CH3:3])[CH3:2])([O:7][C:8]([CH3:11])([CH3:10])[CH3:9])=[O:12], predict the reactants needed to synthesize it. The reactants are: [C:1]([O:5][P:6]([O-:12])[O:7][C:8]([CH3:11])([CH3:10])[CH3:9])([CH3:4])([CH3:3])[CH3:2].C(=O)([O-])[OH:14].[K+].[Mn]([O-])(=O)(=O)=O.[K+].C.Cl. (3) Given the product [OH:8][C:9]1[CH:10]=[C:11]2[C:15](=[CH:16][CH:17]=1)[NH:14][C:13]([CH2:18][CH2:19][C:20]([O:22][CH3:23])=[O:21])=[CH:12]2, predict the reactants needed to synthesize it. The reactants are: C([O:8][C:9]1[CH:10]=[C:11]2[C:15](=[CH:16][CH:17]=1)[NH:14][C:13]([CH2:18][CH2:19][C:20]([O:22][CH3:23])=[O:21])=[CH:12]2)C1C=CC=CC=1. (4) Given the product [C:31]([O:30][C:29]([NH:28][CH2:27][CH2:26][O:1][C:2]1[CH:7]=[CH:6][C:5]([CH2:8][CH:9]([O:15][C:16]2[CH:17]=[CH:18][CH:19]=[CH:20][CH:21]=2)[C:10]([O:12][CH2:13][CH3:14])=[O:11])=[CH:4][C:3]=1[N+:22]([O-:24])=[O:23])=[O:35])([CH3:34])([CH3:33])[CH3:32], predict the reactants needed to synthesize it. The reactants are: [OH:1][C:2]1[CH:7]=[CH:6][C:5]([CH2:8][CH:9]([O:15][C:16]2[CH:21]=[CH:20][CH:19]=[CH:18][CH:17]=2)[C:10]([O:12][CH2:13][CH3:14])=[O:11])=[CH:4][C:3]=1[N+:22]([O-:24])=[O:23].O[CH2:26][CH2:27][NH:28][C:29](=[O:35])[O:30][C:31]([CH3:34])([CH3:33])[CH3:32].C1(P(C2C=CC=CC=2)C2C=CC=CC=2)C=CC=CC=1.CCOC(/N=N/C(OCC)=O)=O.